The task is: Predict the product of the given reaction.. This data is from Forward reaction prediction with 1.9M reactions from USPTO patents (1976-2016). (1) The product is: [CH:14]12[CH:17]([CH:18]=[O:19])[CH:11]([CH2:16][CH2:15]1)[CH2:12][CH2:13]2. Given the reactants C(Cl)(=O)C(Cl)=O.CS(C)=O.[CH:11]12[CH:17]([CH2:18][OH:19])[CH:14]([CH2:15][CH2:16]1)[CH2:13][CH2:12]2.C(N(CC)CC)C, predict the reaction product. (2) Given the reactants [NH2:1][C:2]1[CH:13]=[C:12]([F:14])[C:5]2[N:6]([CH2:10][CH3:11])[C:7](=[O:9])[O:8][C:4]=2[CH:3]=1.[CH3:15][O:16][C:17]([C@@H:19]1[O:21][CH2:20]1)=[O:18].FC(F)(F)S([O-])(=O)=O.[Li+], predict the reaction product. The product is: [CH2:10]([N:6]1[C:5]2[C:12]([F:14])=[CH:13][C:2]([NH:1][CH2:20][C@@H:19]([OH:21])[C:17]([O:16][CH3:15])=[O:18])=[CH:3][C:4]=2[O:8][C:7]1=[O:9])[CH3:11]. (3) Given the reactants Cl[C:2]1[C:3]2[CH2:16][CH2:15][N:14]([C:17]3[CH:22]=[CH:21][N:20]=[CH:19][CH:18]=3)[C:4]=2[N:5]=[C:6]([N:8]2[CH2:13][CH2:12][O:11][CH2:10][CH2:9]2)[N:7]=1.CC1(C)C(C)(C)OB([C:31]2[CH:38]=[CH:37][C:34]([C:35]#[N:36])=[CH:33][CH:32]=2)O1.B(O)O, predict the reaction product. The product is: [N:8]1([C:6]2[N:7]=[C:2]([C:31]3[CH:38]=[CH:37][C:34]([C:35]#[N:36])=[CH:33][CH:32]=3)[C:3]3[CH2:16][CH2:15][N:14]([C:17]4[CH:22]=[CH:21][N:20]=[CH:19][CH:18]=4)[C:4]=3[N:5]=2)[CH2:13][CH2:12][O:11][CH2:10][CH2:9]1. (4) Given the reactants [Cl:1][C:2]1[CH:29]=[CH:28][C:5]([O:6][C:7]2[C:16]3[C:11](=[CH:12][C:13]([CH:19]=[CH:20][C:21]([O:23]C(C)(C)C)=[O:22])=[C:14]([O:17][CH3:18])[CH:15]=3)[N:10]=[CH:9][N:8]=2)=[C:4]([F:30])[CH:3]=1, predict the reaction product. The product is: [C:21]([CH:20]=[CH:19][C:13]1[CH:12]=[C:11]2[C:16]([C:7]([O:6][C:5]3[CH:28]=[CH:29][C:2]([Cl:1])=[CH:3][C:4]=3[F:30])=[N:8][CH:9]=[N:10]2)=[CH:15][C:14]=1[O:17][CH3:18])([OH:23])=[O:22]. (5) Given the reactants [O:1]([C:8]1[CH:13]=[CH:12][CH:11]=[CH:10][C:9]=1[N:14]=[C:15]=[O:16])[C:2]1[CH:7]=[CH:6][CH:5]=[CH:4][CH:3]=1.[NH2:17][C:18]1[CH:23]=[CH:22][CH:21]=[CH:20][N:19]=1, predict the reaction product. The product is: [O:1]([C:8]1[CH:13]=[CH:12][CH:11]=[CH:10][C:9]=1[NH:14][C:15]([NH:17][C:18]1[CH:23]=[CH:22][CH:21]=[CH:20][N:19]=1)=[O:16])[C:2]1[CH:3]=[CH:4][CH:5]=[CH:6][CH:7]=1. (6) Given the reactants C1(C2(C3C=CC=CC=3)OB(C)N3CCC[C@@H]23)C=CC=CC=1.[CH3:22][C:23]1[C:24]([C:28](=[O:30])[CH3:29])=[CH:25][S:26][CH:27]=1.O.Cl, predict the reaction product. The product is: [CH3:22][C:23]1[C:24]([C@H:28]([OH:30])[CH3:29])=[CH:25][S:26][CH:27]=1. (7) Given the reactants [F:1][C:2]1[CH:7]=[C:6]([F:8])[CH:5]=[CH:4][C:3]=1[C:9]1[N:10]2[C:15]([CH:16]=[CH:17][C:18]=1[C:19]([OH:21])=O)=[C:14]([C:22]1[C:27]([F:28])=[CH:26][CH:25]=[CH:24][C:23]=1[F:29])[C:13](=[O:30])[CH:12]=[CH:11]2.C(Cl)CCl.C1C=CC2N(O)N=[N:41]C=2C=1.[OH-].[NH4+], predict the reaction product. The product is: [F:1][C:2]1[CH:7]=[C:6]([F:8])[CH:5]=[CH:4][C:3]=1[C:9]1[N:10]2[C:15]([CH:16]=[CH:17][C:18]=1[C:19]([NH2:41])=[O:21])=[C:14]([C:22]1[C:23]([F:29])=[CH:24][CH:25]=[CH:26][C:27]=1[F:28])[C:13](=[O:30])[CH:12]=[CH:11]2. (8) Given the reactants CC(OI1(OC(C)=O)(OC(C)=O)OC(=O)C2C=CC=CC1=2)=O.[Br:23][C:24]1[C:25]([O:32][CH3:33])=[CH:26][C:27]([CH2:30][OH:31])=[N:28][CH:29]=1.[OH-].[Na+], predict the reaction product. The product is: [Br:23][C:24]1[C:25]([O:32][CH3:33])=[CH:26][C:27]([CH:30]=[O:31])=[N:28][CH:29]=1. (9) Given the reactants [F:1][C:2]1[CH:7]=[C:6]([I:8])[CH:5]=[CH:4][C:3]=1[NH:9][C:10]1[CH:18]=[N:17][CH:16]=[CH:15][C:11]=1[C:12]([OH:14])=O.[N:19]1([NH2:26])[CH2:25][CH2:24][CH2:23][CH2:22][CH2:21][CH2:20]1, predict the reaction product. The product is: [N:19]1([NH:26][C:12](=[O:14])[C:11]2[CH:15]=[CH:16][N:17]=[CH:18][C:10]=2[NH:9][C:3]2[CH:4]=[CH:5][C:6]([I:8])=[CH:7][C:2]=2[F:1])[CH2:25][CH2:24][CH2:23][CH2:22][CH2:21][CH2:20]1.